This data is from Full USPTO retrosynthesis dataset with 1.9M reactions from patents (1976-2016). The task is: Predict the reactants needed to synthesize the given product. (1) Given the product [F:1][C:2]1[CH:25]=[C:24]([N+:26]([O-:28])=[O:27])[CH:23]=[CH:22][C:3]=1[O:4][C:5]1[CH:10]=[CH:9][N:8]=[C:7]2[CH:11]=[C:12]([C:14]3[N:15]=[CH:16][C:17]([CH2:18][NH:36][CH2:35][CH2:34][O:33][CH2:32][CH2:31][O:30][CH3:29])=[CH:20][CH:21]=3)[S:13][C:6]=12, predict the reactants needed to synthesize it. The reactants are: [F:1][C:2]1[CH:25]=[C:24]([N+:26]([O-:28])=[O:27])[CH:23]=[CH:22][C:3]=1[O:4][C:5]1[CH:10]=[CH:9][N:8]=[C:7]2[CH:11]=[C:12]([C:14]3[CH:21]=[CH:20][C:17]([CH:18]=O)=[CH:16][N:15]=3)[S:13][C:6]=12.[CH3:29][O:30][CH2:31][CH2:32][O:33][CH2:34][CH2:35][NH2:36].C(O)(=O)C.C(O[BH-](OC(=O)C)OC(=O)C)(=O)C.[Na+]. (2) Given the product [CH2:11]([N:10]([CH2:14][CH2:15][CH3:16])[C:9](=[O:17])[NH:8][C:4]1[CH:3]=[C:2]([C:20]#[C:19][CH2:18][NH:21][C:22](=[O:28])[O:23][C:24]([CH3:26])([CH3:25])[CH3:27])[CH:7]=[CH:6][CH:5]=1)[CH2:12][CH3:13], predict the reactants needed to synthesize it. The reactants are: Br[C:2]1[CH:3]=[C:4]([NH:8][C:9](=[O:17])[N:10]([CH2:14][CH2:15][CH3:16])[CH2:11][CH2:12][CH3:13])[CH:5]=[CH:6][CH:7]=1.[CH2:18]([NH:21][C:22](=[O:28])[O:23][C:24]([CH3:27])([CH3:26])[CH3:25])[C:19]#[CH:20].C1(C)C=CC=CC=1P(C1C=CC=CC=1C)C1C=CC=CC=1C.CCN(CC)CC. (3) Given the product [S:1]1[C:5]([C:6]([NH:12][NH2:13])=[O:8])=[N:4][CH:3]=[N:2]1, predict the reactants needed to synthesize it. The reactants are: [S:1]1[C:5]([C:6]([O:8]CC)=O)=[N:4][CH:3]=[N:2]1.O.[NH2:12][NH2:13]. (4) Given the product [Br:41][C:38]1[CH:39]=[CH:40][C:31]([NH:30][C:2]2[C:7]([C:8]([F:10])([F:11])[F:9])=[CH:6][N:5]=[C:4]([NH:12][C:13]3[CH:27]=[CH:26][C:16]([CH2:17][P:18](=[O:25])([O:19][CH2:20][CH3:21])[O:22][CH2:23][CH3:24])=[CH:15][C:14]=3[O:28][CH3:29])[N:3]=2)=[C:32]([C:33](=[O:34])[NH:35][CH3:36])[CH:37]=1, predict the reactants needed to synthesize it. The reactants are: Cl[C:2]1[C:7]([C:8]([F:11])([F:10])[F:9])=[CH:6][N:5]=[C:4]([NH:12][C:13]2[CH:27]=[CH:26][C:16]([CH2:17][P:18](=[O:25])([O:22][CH2:23][CH3:24])[O:19][CH2:20][CH3:21])=[CH:15][C:14]=2[O:28][CH3:29])[N:3]=1.[NH2:30][C:31]1[CH:40]=[CH:39][C:38]([Br:41])=[CH:37][C:32]=1[C:33]([NH:35][CH3:36])=[O:34]. (5) The reactants are: Cl.[CH2:2]([C:4]1[S:24][C:7]2[N:8]=[C:9]([S:18][CH2:19][C:20]([O:22][CH3:23])=[O:21])[N:10]=[C:11]([N:12]3[CH2:17][CH2:16][NH:15][CH2:14][CH2:13]3)[C:6]=2[CH:5]=1)[CH3:3].C(N(C(C)C)CC)(C)C.[F:34][C:35]([F:45])([F:44])[C:36]1[CH:37]=[C:38]([CH:41]=[CH:42][CH:43]=1)[CH2:39]Cl.CN(C=[O:50])C. Given the product [CH2:2]([C:4]1[S:24][C:7]2[N:8]=[C:9]([S:18][CH2:19][C:20]([O:22][CH3:23])=[O:21])[N:10]=[C:11]([N:12]3[CH2:17][CH2:16][N:15]([C:39](=[O:50])[C:38]4[CH:41]=[CH:42][CH:43]=[C:36]([C:35]([F:45])([F:44])[F:34])[CH:37]=4)[CH2:14][CH2:13]3)[C:6]=2[CH:5]=1)[CH3:3], predict the reactants needed to synthesize it. (6) Given the product [NH2:15][CH2:14][C:9]1([NH:8][CH2:1][C:2]2[CH:7]=[CH:6][CH:5]=[CH:4][CH:3]=2)[CH2:13][CH2:12][CH2:11][CH2:10]1, predict the reactants needed to synthesize it. The reactants are: [CH2:1]([NH:8][C:9]1([C:14]#[N:15])[CH2:13][CH2:12][CH2:11][CH2:10]1)[C:2]1[CH:7]=[CH:6][CH:5]=[CH:4][CH:3]=1.[H-].[H-].[H-].[H-].[Li+].[Al+3].O.[OH-].[K+].